From a dataset of Forward reaction prediction with 1.9M reactions from USPTO patents (1976-2016). Predict the product of the given reaction. (1) Given the reactants [CH2:1]([OH:8])[C:2]1[CH:7]=[CH:6][CH:5]=[CH:4][CH:3]=1.C(N(CC)CC)C.[Br:16][CH2:17][CH2:18][CH2:19][C:20](Cl)=[O:21].Cl, predict the reaction product. The product is: [Br:16][CH2:17][CH2:18][CH2:19][C:20]([O:8][CH2:1][C:2]1[CH:7]=[CH:6][CH:5]=[CH:4][CH:3]=1)=[O:21]. (2) Given the reactants [Cl:1][C:2]1[CH:7]=[CH:6][C:5]([C:8]2[C:9]([C:16]3[CH:21]=[CH:20][CH:19]=[CH:18][CH:17]=3)=[CH:10][N:11]3[C:15]=2[CH2:14][CH2:13][CH2:12]3)=[CH:4][CH:3]=1.C(N(CC)CC)C.[O:29]=[C:30](Cl)OC(Cl)(Cl)Cl.[C:37]([OH:41])([CH3:40])([CH3:39])[CH3:38], predict the reaction product. The product is: [Cl:1][C:2]1[CH:3]=[CH:4][C:5]([C:8]2[C:9]([C:16]3[CH:17]=[CH:18][CH:19]=[CH:20][CH:21]=3)=[C:10]([C:30]([O:41][C:37]([CH3:40])([CH3:39])[CH3:38])=[O:29])[N:11]3[C:15]=2[CH2:14][CH2:13][CH2:12]3)=[CH:6][CH:7]=1. (3) Given the reactants [CH2:1]([NH2:6])[C:2]([CH3:5])([CH3:4])[CH3:3].[N+:7]([C:10]1[CH:11]=[C:12]([S:16](Cl)(=[O:18])=[O:17])[CH:13]=[CH:14][CH:15]=1)([O-:9])=[O:8].C(N(CC)CC)C.O, predict the reaction product. The product is: [N+:7]([C:10]1[CH:11]=[C:12]([S:16]([NH:6][CH2:1][C:2]([CH3:5])([CH3:4])[CH3:3])(=[O:18])=[O:17])[CH:13]=[CH:14][CH:15]=1)([O-:9])=[O:8]. (4) Given the reactants [NH2:1][C:2]([CH3:6])([CH3:5])[CH2:3][OH:4].C(N(CC)CC)C.[C:14](O[C:14]([O:16][C:17]([CH3:20])([CH3:19])[CH3:18])=[O:15])([O:16][C:17]([CH3:20])([CH3:19])[CH3:18])=[O:15], predict the reaction product. The product is: [C:17]([O:16][C:14]([NH:1][C:2]([CH3:6])([CH3:5])[CH2:3][OH:4])=[O:15])([CH3:20])([CH3:19])[CH3:18]. (5) Given the reactants [CH2:1]([N:3]1[C:7]2=[N:8][CH:9]=[C:10]([C:19](=[NH:22])[NH:20][OH:21])[C:11]([NH:12][CH:13]3[CH2:18][CH2:17][O:16][CH2:15][CH2:14]3)=[C:6]2[CH:5]=[N:4]1)[CH3:2].[CH3:23][O:24][C:25]1[CH:30]=[CH:29][C:28]([CH2:31][C:32](O)=O)=[CH:27][CH:26]=1, predict the reaction product. The product is: [CH2:1]([N:3]1[C:7]2[N:8]=[CH:9][C:10]([C:19]3[N:22]=[C:32]([CH2:31][C:28]4[CH:29]=[CH:30][C:25]([O:24][CH3:23])=[CH:26][CH:27]=4)[O:21][N:20]=3)=[C:11]([NH:12][CH:13]3[CH2:14][CH2:15][O:16][CH2:17][CH2:18]3)[C:6]=2[CH:5]=[N:4]1)[CH3:2]. (6) Given the reactants [CH3:1][C:2]1[CH:7]=[CH:6][C:5]([C@H:8]2[C@@H:12]([C:13]3[CH:18]=[CH:17][C:16]([CH3:19])=[CH:15][CH:14]=3)[NH:11][C:10](=[S:20])[NH:9]2)=[CH:4][CH:3]=1.[CH3:21][I:22], predict the reaction product. The product is: [IH:22].[CH3:19][C:16]1[CH:17]=[CH:18][C:13]([C@H:12]2[C@@H:8]([C:5]3[CH:4]=[CH:3][C:2]([CH3:1])=[CH:7][CH:6]=3)[NH:9][C:10]([S:20][CH3:21])=[N:11]2)=[CH:14][CH:15]=1. (7) The product is: [F:1][C:2]1[CH:3]=[CH:4][C:5]([C:8]2[N:12]([CH3:13])[N:11]=[CH:10][C:9]=2/[CH:14]=[CH:15]/[C:16]([NH:11][C:10]2[CH:9]=[CH:8][C:28]([C:29]([O:23][CH2:19][CH3:20])=[O:25])=[CH:27][CH:26]=2)=[O:18])=[CH:6][CH:7]=1. Given the reactants [F:1][C:2]1[CH:7]=[CH:6][C:5]([C:8]2[N:12]([CH3:13])[N:11]=[CH:10][C:9]=2/[CH:14]=[CH:15]/[C:16]([OH:18])=O)=[CH:4][CH:3]=1.[C:19](Cl)(=[O:23])[C:20](Cl)=O.[O:25]1[CH2:29][CH2:28][CH2:27][CH2:26]1, predict the reaction product. (8) Given the reactants [NH2:1][C:2]1[CH:3]=[N:4][C:5]2[C:10]([CH:11]=1)=[CH:9][CH:8]=[CH:7][CH:6]=2.[N:12]([O-])=O.[Na+].F[B-](F)(F)F.[H+], predict the reaction product. The product is: [N+:1](=[C:2]1[CH:11]=[C:10]2[C:5]([CH:6]=[CH:7][CH:8]=[CH:9]2)=[N:4][CH2:3]1)=[N-:12].